This data is from CYP2C19 inhibition data for predicting drug metabolism from PubChem BioAssay. The task is: Regression/Classification. Given a drug SMILES string, predict its absorption, distribution, metabolism, or excretion properties. Task type varies by dataset: regression for continuous measurements (e.g., permeability, clearance, half-life) or binary classification for categorical outcomes (e.g., BBB penetration, CYP inhibition). Dataset: cyp2c19_veith. (1) The molecule is O=[N+]([O-])c1cc(/C=N/N2CCN(C3c4ccccc4-c4ccccc43)CC2)ccc1Cl. The result is 0 (non-inhibitor). (2) The molecule is O=c1c(-c2ccc(F)cc2)nc2cnc(N3CCOCC3)nc2n1Cc1cccs1. The result is 0 (non-inhibitor). (3) The drug is NC(=S)N/N=C/c1ccccc1OCc1cccc(Cl)c1. The result is 1 (inhibitor). (4) The compound is O=C(c1cccs1)n1nc(-c2ccc(Cl)cc2)nc1NCc1ccco1. The result is 1 (inhibitor). (5) The molecule is COC(=O)C(C(=O)OC)C(C[N+](=O)[O-])c1ccc(OC)c(OC)c1. The result is 1 (inhibitor). (6) The compound is CN(C)c1ncc2nc(-c3cccc(C#N)c3)c(=O)n(CCC#N)c2n1. The result is 0 (non-inhibitor). (7) The result is 0 (non-inhibitor). The molecule is O=C(c1cccc(F)c1)N1CCC2(CC1)CCN(c1ccc(-c3ccccc3)cc1)CC2.